Task: Predict the product of the given reaction.. Dataset: Forward reaction prediction with 1.9M reactions from USPTO patents (1976-2016) Given the reactants C(OC([N:8]1[C@H:13]([C:14](=[O:22])[NH:15][CH2:16][C:17]([F:21])=[C:18]([CH3:20])[CH3:19])[CH2:12][C@@H:11]2[C@H:9]1[CH2:10]2)=O)(C)(C)C.[C:23]([OH:29])([C:25]([F:28])([F:27])[F:26])=[O:24], predict the reaction product. The product is: [F:26][C:25]([F:28])([F:27])[C:23]([OH:29])=[O:24].[F:21][C:17](=[C:18]([CH3:20])[CH3:19])[CH2:16][NH:15][C:14]([C@@H:13]1[CH2:12][C@@H:11]2[C@@H:9]([CH2:10]2)[NH:8]1)=[O:22].